Dataset: Reaction yield outcomes from USPTO patents with 853,638 reactions. Task: Predict the reaction yield, written as a fraction of the theoretical maximum amount of product (1.0 means a 100% yield; for example, 0.34 means a 34% yield). (1) The reactants are [F:1][C:2]1[C:7]([O:8][CH3:9])=[CH:6][C:5]([O:10][CH3:11])=[CH:4][C:3]=1[C:12]1[C:23](=[O:24])[NH:22][C:15]2[N:16]=[C:17]([S:20][CH3:21])[N:18]=[CH:19][C:14]=2[CH:13]=1.C([O-])([O-])=O.[K+].[K+].I[CH2:32][CH2:33][C:34]1[CH:39]=[CH:38][CH:37]=[C:36]([N+:40]([O-:42])=[O:41])[CH:35]=1. The catalyst is CC(C)=O.O. The product is [F:1][C:2]1[C:7]([O:8][CH3:9])=[CH:6][C:5]([O:10][CH3:11])=[CH:4][C:3]=1[C:12]1[C:23](=[O:24])[N:22]([CH2:32][CH2:33][C:34]2[CH:39]=[CH:38][CH:37]=[C:36]([N+:40]([O-:42])=[O:41])[CH:35]=2)[C:15]2[N:16]=[C:17]([S:20][CH3:21])[N:18]=[CH:19][C:14]=2[CH:13]=1. The yield is 0.760. (2) The reactants are [NH:1]1[C:9]2[C:4](=[CH:5][CH:6]=[CH:7][CH:8]=2)[CH2:3][C:2]1=[O:10].[CH2:11](O)[CH2:12][OH:13]. The yield is 0.700. The catalyst is [Ni]. The product is [OH:13][CH2:12][CH2:11][CH:3]1[C:4]2[C:9](=[CH:8][CH:7]=[CH:6][CH:5]=2)[NH:1][C:2]1=[O:10]. (3) The reactants are [Br:1][C:2]1[CH:7]=[CH:6][C:5]([NH:8][C:9](=[O:20])[C:10]2[CH:15]=[CH:14][C:13](Cl)=[C:12]([N+:17]([O-:19])=[O:18])[CH:11]=2)=[CH:4][CH:3]=1.[NH2:21][C:22]1[CH:27]=[CH:26][C:25]([OH:28])=[CH:24][CH:23]=1.[OH-].[K+].Cl. The catalyst is CS(C)=O.O. The product is [NH2:21][C:22]1[CH:27]=[CH:26][C:25]([O:28][C:13]2[CH:14]=[CH:15][C:10]([C:9]([NH:8][C:5]3[CH:6]=[CH:7][C:2]([Br:1])=[CH:3][CH:4]=3)=[O:20])=[CH:11][C:12]=2[N+:17]([O-:19])=[O:18])=[CH:24][CH:23]=1. The yield is 0.980. (4) The reactants are N[C:2]1[S:3][C:4]([CH3:10])=[C:5]([CH3:9])[C:6]=1C#N.[C:11]([NH:13][C:14]([NH2:16])=[NH:15])#[N:12].Cl.[OH-].[Na+]. The catalyst is O. The product is [CH3:9][C:5]1[C:6]2[C:11]([NH2:12])=[N:13][C:14]([NH2:16])=[N:15][C:2]=2[S:3][C:4]=1[CH3:10]. The yield is 0.0500. (5) No catalyst specified. The product is [OH:9][CH2:8][C:5]1[CH:6]=[CH:7][C:2]([NH:1][C:16]([C:11]2[CH:12]=[CH:13][CH:14]=[CH:15][N:10]=2)=[O:17])=[CH:3][CH:4]=1. The yield is 0.920. The reactants are [NH2:1][C:2]1[CH:7]=[CH:6][C:5]([CH2:8][OH:9])=[CH:4][CH:3]=1.[N:10]1[CH:15]=[CH:14][CH:13]=[CH:12][C:11]=1[C:16](O)=[O:17].ON1C2C=CC=CC=2N=N1.CN1CCOCC1.CCN=C=NCCCN(C)C. (6) The reactants are [Cl:1][C:2]1[C:10]2[N:9]=[C:8]([NH:11][C:12]3[C:13]([CH3:19])=[N:14][N:15]([CH3:18])[C:16]=3[CH3:17])[N:7]([CH2:20][CH2:21][CH2:22][C:23](OCC)=[O:24])[C:6]=2[C:5]([CH:28]([CH2:31][CH3:32])[CH2:29][CH3:30])=[CH:4][CH:3]=1.[BH4-].[Li+].O. The catalyst is O1CCCC1. The product is [Cl:1][C:2]1[C:10]2[N:9]=[C:8]([NH:11][C:12]3[C:13]([CH3:19])=[N:14][N:15]([CH3:18])[C:16]=3[CH3:17])[N:7]([CH2:20][CH2:21][CH2:22][CH2:23][OH:24])[C:6]=2[C:5]([CH:28]([CH2:31][CH3:32])[CH2:29][CH3:30])=[CH:4][CH:3]=1. The yield is 0.340. (7) The reactants are [Br:1][C:2]1[CH:3]=[C:4]([C:17]([O:19][CH3:20])=[O:18])[C:5]2[C:6]([CH:15]=O)=[CH:7][N:8]([CH:11]([CH2:13][CH3:14])[CH3:12])[C:9]=2[CH:10]=1.O.C1(C)C=CC(S(O)(=O)=O)=CC=1.S1(CCCC1)(=O)=O.C([BH3-])#N.[Na+]. The catalyst is CN(C=O)C.O. The product is [Br:1][C:2]1[CH:3]=[C:4]([C:17]([O:19][CH3:20])=[O:18])[C:5]2[C:6]([CH3:15])=[CH:7][N:8]([CH:11]([CH2:13][CH3:14])[CH3:12])[C:9]=2[CH:10]=1. The yield is 0.546. (8) The reactants are [NH2:1][C:2]1[S:3][C:4]2[CH:10]=[C:9]([S:11][C:12]([CH3:17])([CH3:16])[C:13]([OH:15])=O)[CH:8]=[CH:7][C:5]=2[N:6]=1.Cl.CN(C)[CH2:21][CH2:22][CH2:23][N:24]=[C:25]=NCC.N1CCCC1. The catalyst is CN(C)C1C=CN=CC=1.CN(C)C=O. The product is [NH2:1][C:2]1[S:3][C:4]2[CH:10]=[C:9]([S:11][C:12]([CH3:17])([CH3:16])[C:13]([N:24]3[CH2:25][CH2:21][CH2:22][CH2:23]3)=[O:15])[CH:8]=[CH:7][C:5]=2[N:6]=1. The yield is 0.430. (9) The yield is 0.880. The catalyst is C1COCC1.CO. The reactants are [CH3:1][Si](C=[N+]=[N-])(C)C.[C:8]([C:10]1[CH:15]=[CH:14][C:13]([N:16]2[CH2:21][CH2:20][CH:19]([C:22]([OH:24])=[O:23])[CH2:18][CH2:17]2)=[CH:12][CH:11]=1)#[N:9].C(O)(=O)C. The product is [C:8]([C:10]1[CH:11]=[CH:12][C:13]([N:16]2[CH2:17][CH2:18][CH:19]([C:22]([O:24][CH3:1])=[O:23])[CH2:20][CH2:21]2)=[CH:14][CH:15]=1)#[N:9]. (10) The reactants are [CH3:1][O:2][C:3]1[CH:4]=[C:5]2[C:10](=[CH:11][CH:12]=1)[N:9]=[C:8]([CH3:13])[CH:7]=[CH:6]2.[Br:14]N1C(=O)CCC1=O. The catalyst is C(#N)C. The product is [Br:14][C:4]1[C:3]([O:2][CH3:1])=[CH:12][CH:11]=[C:10]2[C:5]=1[CH:6]=[CH:7][C:8]([CH3:13])=[N:9]2. The yield is 0.986.